Dataset: hERG potassium channel inhibition data for cardiac toxicity prediction from Karim et al.. Task: Regression/Classification. Given a drug SMILES string, predict its toxicity properties. Task type varies by dataset: regression for continuous values (e.g., LD50, hERG inhibition percentage) or binary classification for toxic/non-toxic outcomes (e.g., AMES mutagenicity, cardiotoxicity, hepatotoxicity). Dataset: herg_karim. (1) The drug is Cc1c[nH]c(-c2cnc(NCCNc3ccc(C#N)cn3)nc2-c2ccc(Cl)cc2Cl)n1. The result is 1 (blocker). (2) The drug is O=C(Nc1ccc(-c2nnc(NCCCCN3CCOCC3)o2)cc1)c1ccccc1F. The result is 0 (non-blocker). (3) The result is 0 (non-blocker). The drug is Clc1cc(Cl)cc(CNc2ncncc2-c2ccc3c(c2)OCO3)c1. (4) The molecule is CCCCc1cc(OC2CCN(CCCCNS(=O)(=O)CC(C)C)CC2)c2ncccc2c1.Cl.Cl. The result is 1 (blocker). (5) The compound is Fc1ccc(-c2cnc3nc(N4CCC(N5CCCCC5)CC4)sc3c2)cn1. The result is 1 (blocker). (6) The drug is CCOC(=O)C(F)(F)CCOc1ccc2ncc(F)c(CCC34CCC(NCc5ccc6c(n5)NC(=O)CO6)(CC3)CO4)c2n1. The result is 0 (non-blocker). (7) The compound is CC1(C)C[C@@H](NC(=O)c2ccc3[nH]ncc3c2)c2cc(-c3ccc(Cl)cc3)c(-c3ccc(Cl)cc3Cl)nc2O1. The result is 1 (blocker). (8) The molecule is Cc1cnsc1N1CCC2(CCN(C[C@H](O)c3ccc4c(c3C)COC4=O)CC2)C1=O. The result is 1 (blocker).